Task: Predict the product of the given reaction.. Dataset: Forward reaction prediction with 1.9M reactions from USPTO patents (1976-2016) (1) Given the reactants [CH3:1][O:2][C:3](=[O:13])[C:4]1[CH:9]=[CH:8][C:7]([C:10]#[N:11])=[CH:6][C:5]=1[F:12], predict the reaction product. The product is: [CH3:1][O:2][C:3](=[O:13])[C:4]1[CH:9]=[CH:8][C:7]([CH2:10][NH2:11])=[CH:6][C:5]=1[F:12]. (2) The product is: [CH2:1]([O:4][C:5](=[O:46])[C@H:6]([CH2:25][CH2:26][CH2:27][NH:28][C:29]([NH:30][C:31]1[C:32]([CH3:44])=[C:33]([CH3:43])[C:34]2[O:38][C:37]([CH3:40])([CH3:39])[CH2:36][C:35]=2[C:41]=1[CH2:48][CH3:49])=[NH:45])[NH:7][C:8]([O:10][C:55]1[CH:54]=[CH:53][C:58]([N+:59]([O-:61])=[O:60])=[CH:57][CH:56]=1)=[O:9])[CH:2]=[CH2:3]. Given the reactants [CH2:1]([O:4][C:5](=[O:46])[C@H:6]([CH2:25][CH2:26][CH2:27][NH:28][C:29](=[NH:45])[NH:30][C:31]1[C:32]([CH3:44])=[C:33]([CH3:43])[C:34]2[O:38][C:37]([CH3:40])([CH3:39])[CH2:36][C:35]=2[C:41]=1C)[NH:7][C:8]([O:10]CC1C2C=CC=CC=2C2C1=CC=CC=2)=[O:9])[CH:2]=[CH2:3].N1CCC[CH2:49][CH2:48]1.[CH:53]1[C:58]([N+:59]([O-:61])=[O:60])=[CH:57][CH:56]=[C:55]([Cl-]C([O-])=O)[CH:54]=1.OS([O-])(=O)=O.[K+], predict the reaction product. (3) Given the reactants [F:1][C:2]1[CH:3]=[C:4]([CH:7]=[CH:8][CH:9]=1)[CH:5]=[O:6].[CH3:10][C:11]([C:13]1[CH:18]=[CH:17][CH:16]=[C:15]([F:19])[CH:14]=1)=O.[OH-].[K+].C(O)C, predict the reaction product. The product is: [F:1][C:2]1[CH:3]=[C:4]([C:5](=[O:6])/[CH:10]=[CH:11]/[C:13]2[CH:18]=[CH:17][CH:16]=[C:15]([F:19])[CH:14]=2)[CH:7]=[CH:8][CH:9]=1. (4) Given the reactants [CH2:1]([O:8][C:9]1[CH:14]=[CH:13][C:12]([Br:15])=[CH:11][C:10]=1[CH2:16][C:17]([NH:19][C:20]1[CH:30]=[CH:29][C:23]([C:24]([O:26][CH2:27][CH3:28])=[O:25])=[CH:22][CH:21]=1)=O)[C:2]1[CH:7]=[CH:6][CH:5]=[CH:4][CH:3]=1, predict the reaction product. The product is: [CH2:1]([O:8][C:9]1[CH:14]=[CH:13][C:12]([Br:15])=[CH:11][C:10]=1[CH2:16][CH2:17][NH:19][C:20]1[CH:21]=[CH:22][C:23]([C:24]([O:26][CH2:27][CH3:28])=[O:25])=[CH:29][CH:30]=1)[C:2]1[CH:3]=[CH:4][CH:5]=[CH:6][CH:7]=1. (5) The product is: [C:38]1([S:35]([N:31]2[C:32]3[C:28](=[CH:27][C:26]([NH:25][C:8]4[C:17]5[C:12](=[CH:13][CH:14]=[C:15]([CH:18]=[CH:19][CH2:20][O:21][C:22](=[O:24])[CH3:23])[CH:16]=5)[N:11]=[CH:10][N:9]=4)=[CH:34][CH:33]=3)[CH:29]=[CH:30]2)(=[O:36])=[O:37])[CH:39]=[CH:40][CH:41]=[CH:42][CH:43]=1. Given the reactants O([C:8]1[C:17]2[C:12](=[CH:13][CH:14]=[C:15]([CH:18]=[CH:19][CH2:20][O:21][C:22](=[O:24])[CH3:23])[CH:16]=2)[N:11]=[CH:10][N:9]=1)C1C=CC=CC=1.[NH2:25][C:26]1[CH:27]=[C:28]2[C:32](=[CH:33][CH:34]=1)[N:31]([S:35]([C:38]1[CH:43]=[CH:42][CH:41]=[CH:40][CH:39]=1)(=[O:37])=[O:36])[CH:30]=[CH:29]2, predict the reaction product. (6) Given the reactants [Br:1][C:2]1[CH:15]=[C:14]2[CH2:16][C:11]3[C:12]4[C:13]2=[C:4]([CH2:5][CH2:6][C:7]=4[CH:8]=[CH:9][CH:10]=3)[CH:3]=1.CC1(C)C(C)(C)OB(C2C3C(C(C4C=CC=CC=4)=C4C=2C=CC=C4)=CC=CC=3)[O:19]1.C([O-])([O-])=O.[K+].[K+].C1COCC1, predict the reaction product. The product is: [Br:1][C:2]1[CH:15]=[C:14]2[C:16](=[O:19])[C:11]3[C:12]4=[C:13]2[C:4](=[CH:5][CH:6]=[C:7]4[CH:8]=[CH:9][CH:10]=3)[CH:3]=1.